From a dataset of NCI-60 drug combinations with 297,098 pairs across 59 cell lines. Regression. Given two drug SMILES strings and cell line genomic features, predict the synergy score measuring deviation from expected non-interaction effect. (1) Drug 1: CC12CCC3C(C1CCC2O)C(CC4=C3C=CC(=C4)O)CCCCCCCCCS(=O)CCCC(C(F)(F)F)(F)F. Drug 2: COC1=NC(=NC2=C1N=CN2C3C(C(C(O3)CO)O)O)N. Cell line: ACHN. Synergy scores: CSS=-5.39, Synergy_ZIP=2.18, Synergy_Bliss=0.710, Synergy_Loewe=-7.31, Synergy_HSA=-7.31. (2) Drug 1: CNC(=O)C1=CC=CC=C1SC2=CC3=C(C=C2)C(=NN3)C=CC4=CC=CC=N4. Drug 2: CN(CC1=CN=C2C(=N1)C(=NC(=N2)N)N)C3=CC=C(C=C3)C(=O)NC(CCC(=O)O)C(=O)O. Cell line: HCT-15. Synergy scores: CSS=39.8, Synergy_ZIP=0.700, Synergy_Bliss=-4.81, Synergy_Loewe=-13.0, Synergy_HSA=-5.95. (3) Drug 1: C1=NC2=C(N=C(N=C2N1C3C(C(C(O3)CO)O)F)Cl)N. Drug 2: C1CNP(=O)(OC1)N(CCCl)CCCl. Cell line: KM12. Synergy scores: CSS=-0.0280, Synergy_ZIP=0.438, Synergy_Bliss=-0.796, Synergy_Loewe=-1.41, Synergy_HSA=-1.47. (4) Drug 1: CC12CCC(CC1=CCC3C2CCC4(C3CC=C4C5=CN=CC=C5)C)O. Drug 2: CC1CCC2CC(C(=CC=CC=CC(CC(C(=O)C(C(C(=CC(C(=O)CC(OC(=O)C3CCCCN3C(=O)C(=O)C1(O2)O)C(C)CC4CCC(C(C4)OC)OCCO)C)C)O)OC)C)C)C)OC. Cell line: 786-0. Synergy scores: CSS=25.6, Synergy_ZIP=0.856, Synergy_Bliss=2.60, Synergy_Loewe=-0.605, Synergy_HSA=5.38.